This data is from Reaction yield outcomes from USPTO patents with 853,638 reactions. The task is: Predict the reaction yield, written as a fraction of the theoretical maximum amount of product (1.0 means a 100% yield; for example, 0.34 means a 34% yield). (1) The reactants are [C:1]([C:3]1[C:4]([C:20]([F:23])([F:22])[F:21])=[C:5]2[C:9](=[CH:10][CH:11]=1)[N:8]([CH2:12][C:13](=[NH:16])[NH:14][OH:15])[C:7]([CH2:17][CH2:18][CH3:19])=[CH:6]2)#[N:2].[CH3:24][S:25][C:26]1[CH:34]=[CH:33][CH:32]=[CH:31][C:27]=1[C:28](O)=O.CN(C(ON1N=NC2C=CC=NC1=2)=[N+](C)C)C.F[P-](F)(F)(F)(F)F.C(N(CC)CC)C. The catalyst is CN(C=O)C. The product is [CH3:24][S:25][C:26]1[CH:34]=[CH:33][CH:32]=[CH:31][C:27]=1[C:28]1[O:15][N:14]=[C:13]([CH2:12][N:8]2[C:9]3[C:5](=[C:4]([C:20]([F:22])([F:23])[F:21])[C:3]([C:1]#[N:2])=[CH:11][CH:10]=3)[CH:6]=[C:7]2[CH2:17][CH2:18][CH3:19])[N:16]=1. The yield is 0.300. (2) The reactants are CS(O[CH2:6][C@H:7]([NH:9][C:10]([O:12][C:13]([CH3:16])([CH3:15])[CH3:14])=[O:11])[CH3:8])(=O)=O.[C-:17]#[N:18].[Na+].O. The catalyst is CS(C)=O. The product is [C:17]([CH2:6][C@H:7]([NH:9][C:10](=[O:11])[O:12][C:13]([CH3:16])([CH3:15])[CH3:14])[CH3:8])#[N:18]. The yield is 0.730. (3) The reactants are [C:1]([C:3]1[CH:8]=[CH:7][C:6](F)=[CH:5][N:4]=1)#[N:2].[CH3:10][O-:11].[Na+]. The catalyst is C(OCC)(=O)C. The product is [C:1]([C:3]1[CH:8]=[CH:7][C:6]([O:11][CH3:10])=[CH:5][N:4]=1)#[N:2]. The yield is 0.430. (4) The reactants are [Si]([O:8][CH2:9][C@@H:10]([NH:18][S@](C(C)(C)C)=O)[C:11]1[CH:16]=[C:15]([CH3:17])[CH:14]=[CH:13][N:12]=1)(C(C)(C)C)(C)C.[ClH:25]. The catalyst is CO.O1CCOCC1. The product is [ClH:25].[ClH:25].[NH2:18][C@@H:10]([C:11]1[CH:16]=[C:15]([CH3:17])[CH:14]=[CH:13][N:12]=1)[CH2:9][OH:8]. The yield is 1.06. (5) The reactants are [C:1]1([C:7]2[CH:19]=[CH:18][C:10]3[CH2:11][CH:12]([CH2:14][N:15]=[N+]=[N-])[O:13][C:9]=3[CH:8]=2)[CH:6]=[CH:5][CH:4]=[CH:3][CH:2]=1. The catalyst is [Pd]. The product is [C:1]1([C:7]2[CH:19]=[CH:18][C:10]3[CH2:11][CH:12]([CH2:14][NH2:15])[O:13][C:9]=3[CH:8]=2)[CH:2]=[CH:3][CH:4]=[CH:5][CH:6]=1. The yield is 0.900. (6) The reactants are [CH:1]1([C:4]([CH:6](Cl)[C:7]2[CH:12]=[CH:11][CH:10]=[CH:9][C:8]=2[F:13])=[O:5])[CH2:3][CH2:2]1.C1(C)C=CC(S(O)(=O)=O)=CC=1.[O:26]=[C:27]1[S:35][C:34]2[CH2:33][CH2:32][NH:31][CH2:30][C:29]=2[CH2:28]1.C(=O)(O)[O-].[Na+].CN(C=O)C. The catalyst is [Br-].C([N+](CCCC)(CCCC)CCCC)CCC.[Br-].[K+].O.C(OCC)(=O)C. The product is [CH:1]1([C:4]([CH:6]([N:31]2[CH2:32][CH2:33][C:34]3[S:35][C:27](=[O:26])[CH2:28][C:29]=3[CH2:30]2)[C:7]2[CH:12]=[CH:11][CH:10]=[CH:9][C:8]=2[F:13])=[O:5])[CH2:3][CH2:2]1. The yield is 0.723. (7) The reactants are [C:1]([C:3]1[C:4]([CH3:15])=[N:5][S:6][C:7]=1[NH:8][C:9](=[O:14])[CH2:10][CH:11]([CH3:13])[CH3:12])#[N:2].[OH:16]O. The catalyst is [NH4+].[OH-]. The product is [CH3:15][C:4]1[C:3]([C:1]([NH2:2])=[O:16])=[C:7]([NH:8][C:9](=[O:14])[CH2:10][CH:11]([CH3:13])[CH3:12])[S:6][N:5]=1. The yield is 0.710.